Predict the reaction yield, written as a fraction of the theoretical maximum amount of product (1.0 means a 100% yield; for example, 0.34 means a 34% yield). From a dataset of Reaction yield outcomes from USPTO patents with 853,638 reactions. (1) The reactants are [Br:1][C:2]1[CH:7]=[CH:6][C:5]([SH:8])=[CH:4][CH:3]=1.Br[CH2:10][CH3:11].C(N(CC)CC)C. The catalyst is C(#N)C. The product is [Br:1][C:2]1[CH:7]=[CH:6][C:5]([S:8][CH2:10][CH3:11])=[CH:4][CH:3]=1. The yield is 0.960. (2) The reactants are ClC1C=C(CCCNC(=O)/C=C2\OC(C)(C)OC\2=O)C=CC=1Cl.[NH2:24][CH2:25][CH2:26][O:27][CH2:28][CH2:29][O:30][CH2:31][CH2:32][NH:33][C:34](=[O:40])[O:35][C:36]([CH3:39])([CH3:38])[CH3:37].[O:41]=[C:42]1[C:50]2[C:45](=[CH:46][CH:47]=[CH:48][CH:49]=2)[C:44](=[O:51])[N:43]1[CH2:52][CH2:53][C:54](O)=[O:55]. No catalyst specified. The product is [O:41]=[C:42]1[C:50]2[C:45](=[CH:46][CH:47]=[CH:48][CH:49]=2)[C:44](=[O:51])[N:43]1[CH2:52][CH2:53][C:54]([NH:24][CH2:25][CH2:26][O:27][CH2:28][CH2:29][O:30][CH2:31][CH2:32][NH:33][C:34](=[O:40])[O:35][C:36]([CH3:37])([CH3:39])[CH3:38])=[O:55]. The yield is 0.870. (3) The reactants are [C:1]([O:4][C@@H:5]1[C@@H:10]([O:11][C:12](=[O:14])[CH3:13])[C@H:9]([C:15]2[CH:20]=[CH:19][C:18]([Cl:21])=[C:17]([CH2:22][C:23]3[CH:28]=[CH:27][C:26]([O:29][CH2:30][CH3:31])=[CH:25][CH:24]=3)[CH:16]=2)[O:8][C@@H:7](Br)[C@H:6]1[O:33][C:34](=[O:36])[CH3:35])(=[O:3])[CH3:2].[CH3:37][OH:38]. No catalyst specified. The product is [C:1]([O:4][C@@H:5]1[C@@H:10]([O:11][C:12](=[O:14])[CH3:13])[C@H:9]([C:15]2[CH:20]=[CH:19][C:18]([Cl:21])=[C:17]([CH2:22][C:23]3[CH:28]=[CH:27][C:26]([O:29][CH2:30][CH3:31])=[CH:25][CH:24]=3)[CH:16]=2)[O:8][C@H:7]([O:38][CH3:37])[C@H:6]1[O:33][C:34](=[O:36])[CH3:35])(=[O:3])[CH3:2]. The yield is 0.780. (4) The reactants are Cl[C:2]1[N:7]=[C:6]([N:8]2[C:17]3[C:12](=[CH:13][C:14]([OH:18])=[CH:15][CH:16]=3)[CH2:11][CH2:10][CH2:9]2)[CH:5]=[CH:4][N:3]=1.[NH2:19][C:20]1[CH:25]=[CH:24][C:23]([S:26]([NH:29][CH2:30][CH:31]2[CH2:33][CH2:32]2)(=[O:28])=[O:27])=[CH:22][CH:21]=1.C1(C)C=CC(S(O)(=O)=O)=CC=1. The catalyst is CN(C=O)C. The product is [CH:31]1([CH2:30][NH:29][S:26]([C:23]2[CH:22]=[CH:21][C:20]([NH:19][C:2]3[N:7]=[C:6]([N:8]4[C:17]5[C:12](=[CH:13][C:14]([OH:18])=[CH:15][CH:16]=5)[CH2:11][CH2:10][CH2:9]4)[CH:5]=[CH:4][N:3]=3)=[CH:25][CH:24]=2)(=[O:28])=[O:27])[CH2:32][CH2:33]1. The yield is 0.560. (5) The reactants are [F:1][C:2]([F:7])([F:6])[CH2:3][CH2:4][OH:5].N(C(OC(C)C)=O)=NC(OC(C)C)=O.C1(P(C2C=CC=CC=2)C2C=CC=CC=2)C=CC=CC=1.[Br:41][C:42]1[CH:51]=[CH:50][C:45]([C:46]([O:48][CH3:49])=[O:47])=[CH:44][C:43]=1O. The catalyst is O1CCCC1.C(OCC)(=O)C.O. The product is [Br:41][C:42]1[CH:43]=[CH:44][C:45]([C:46]([O:48][CH3:49])=[O:47])=[CH:50][C:51]=1[O:5][CH2:4][CH2:3][C:2]([F:7])([F:6])[F:1]. The yield is 0.670. (6) No catalyst specified. The yield is 0.200. The product is [NH2:2][C:3]1[C:4]2[C:14]([O:15][CH2:16][C:17]([NH:20][C:32](=[O:33])[C:31]3[CH:35]=[CH:36][N:37]=[C:29]([N:25]4[CH:26]=[CH:27][N:28]=[C:24]4[CH2:21][CH2:22][CH3:23])[CH:30]=3)([CH3:18])[CH3:19])=[CH:13][CH:12]=[CH:11][C:5]=2[NH:6][S:7](=[O:10])(=[O:9])[N:8]=1. The reactants are Cl.[NH2:2][C:3]1[C:4]2[C:14]([O:15][CH2:16][C:17]([NH2:20])([CH3:19])[CH3:18])=[CH:13][CH:12]=[CH:11][C:5]=2[NH:6][S:7](=[O:10])(=[O:9])[N:8]=1.[CH2:21]([C:24]1[N:25]([C:29]2[CH:30]=[C:31]([CH:35]=[CH:36][N:37]=2)[C:32](O)=[O:33])[CH:26]=[CH:27][N:28]=1)[CH2:22][CH3:23]. (7) The reactants are [N:1]1[C:10]2[C:5](=[CH:6][C:7]([CH2:11][N:12]3[C:16]4=[N:17][C:18]([C:21]5[CH:28]=[CH:27][C:24]([CH:25]=[O:26])=[CH:23][CH:22]=5)=[CH:19][CH:20]=[C:15]4[N:14]=[N:13]3)=[CH:8][CH:9]=2)[CH:4]=[CH:3][CH:2]=1.[BH4-].[Na+]. The catalyst is CO. The product is [N:1]1[C:10]2[C:5](=[CH:6][C:7]([CH2:11][N:12]3[C:16]4=[N:17][C:18]([C:21]5[CH:28]=[CH:27][C:24]([CH2:25][OH:26])=[CH:23][CH:22]=5)=[CH:19][CH:20]=[C:15]4[N:14]=[N:13]3)=[CH:8][CH:9]=2)[CH:4]=[CH:3][CH:2]=1. The yield is 0.390.